From a dataset of Forward reaction prediction with 1.9M reactions from USPTO patents (1976-2016). Predict the product of the given reaction. (1) Given the reactants [NH2:1][C:2]1[CH:3]=[N:4][CH:5]=[C:6]([Cl:9])[C:7]=1[OH:8].[Cl:10][C:11]1[CH:12]=[C:13]([S:18](Cl)(=[O:20])=[O:19])[CH:14]=[C:15]([Cl:17])[CH:16]=1, predict the reaction product. The product is: [Cl:17][C:15]1[CH:14]=[C:13]([S:18]([NH:1][C:2]2[CH:3]=[N:4][CH:5]=[C:6]([Cl:9])[C:7]=2[OH:8])(=[O:19])=[O:20])[CH:12]=[C:11]([Cl:10])[CH:16]=1. (2) Given the reactants [CH3:1][C@H:2]1[NH:7][CH2:6][CH2:5][N:4]([C:8]([O:10][C:11]([CH3:14])([CH3:13])[CH3:12])=[O:9])[CH2:3]1.[Si:15]([O:22][CH2:23][CH:24]=O)([C:18]([CH3:21])([CH3:20])[CH3:19])([CH3:17])[CH3:16].C=O, predict the reaction product. The product is: [Si:15]([O:22][CH2:23][CH2:24][N:7]1[CH2:6][CH2:5][N:4]([C:8]([O:10][C:11]([CH3:13])([CH3:12])[CH3:14])=[O:9])[CH2:3][C@H:2]1[CH3:1])([C:18]([CH3:21])([CH3:20])[CH3:19])([CH3:17])[CH3:16]. (3) Given the reactants [OH:1][CH2:2][CH2:3][N:4]1[CH2:8][C@@H:7]2[CH2:9][N:10]([C:12]([O:14][C:15]([CH3:18])([CH3:17])[CH3:16])=[O:13])[CH2:11][C@@H:6]2[CH2:5]1.CCN(C(C)C)C(C)C.[CH3:28][S:29](Cl)(=[O:31])=[O:30], predict the reaction product. The product is: [CH3:28][S:29]([O:1][CH2:2][CH2:3][N:4]1[CH2:8][C@@H:7]2[CH2:9][N:10]([C:12]([O:14][C:15]([CH3:18])([CH3:17])[CH3:16])=[O:13])[CH2:11][C@@H:6]2[CH2:5]1)(=[O:31])=[O:30].